From a dataset of Forward reaction prediction with 1.9M reactions from USPTO patents (1976-2016). Predict the product of the given reaction. (1) Given the reactants [CH:1]1([CH2:7][NH:8][C:9]([C:11]2[C:12]([C:18]([F:21])([F:20])[F:19])=[N:13][C:14](Cl)=[N:15][CH:16]=2)=[O:10])[CH2:6][CH2:5][CH2:4][CH2:3][CH2:2]1.[NH2:22][C:23]1[CH:24]=[C:25]([CH:28]=[CH:29][CH:30]=1)[C:26]#[N:27], predict the reaction product. The product is: [CH3:4][CH2:3][CH2:2][CH:1]([CH3:7])[CH3:6].[CH:1]1([CH2:7][NH:8][C:9]([C:11]2[C:12]([C:18]([F:21])([F:20])[F:19])=[N:13][C:14]([NH:22][C:23]3[CH:30]=[CH:29][CH:28]=[C:25]([C:26]#[N:27])[CH:24]=3)=[N:15][CH:16]=2)=[O:10])[CH2:6][CH2:5][CH2:4][CH2:3][CH2:2]1. (2) Given the reactants CS(O[CH2:6][C@@H:7]1[CH2:11][CH2:10][N:9]([C:12]([O:14][C:15]([CH3:18])([CH3:17])[CH3:16])=[O:13])[CH2:8]1)(=O)=O.[F-:19].C([N+](CCCC)(CCCC)CCCC)CCC, predict the reaction product. The product is: [F:19][CH2:6][C@@H:7]1[CH2:11][CH2:10][N:9]([C:12]([O:14][C:15]([CH3:18])([CH3:17])[CH3:16])=[O:13])[CH2:8]1. (3) Given the reactants FC(F)(F)C(O)=O.C(OC(=O)[NH:14][CH:15]1[CH2:20][CH2:19][C:18]([OH:32])([C:21](=[O:31])[NH:22][CH:23]([C:25]2[CH:30]=[CH:29][CH:28]=[CH:27][CH:26]=2)[CH3:24])[CH2:17][CH2:16]1)(C)(C)C, predict the reaction product. The product is: [NH2:14][CH:15]1[CH2:20][CH2:19][C:18]([OH:32])([C:21]([NH:22][CH:23]([C:25]2[CH:26]=[CH:27][CH:28]=[CH:29][CH:30]=2)[CH3:24])=[O:31])[CH2:17][CH2:16]1. (4) Given the reactants [CH3:1][N:2]([CH:13]1[CH2:18][CH2:17][NH:16][CH2:15][CH2:14]1)[C:3](=[O:12])[O:4][CH2:5][C:6]1[CH:11]=[CH:10][CH:9]=[CH:8][CH:7]=1.Br[C:20]1[CH:25]=[CH:24][N:23]=[C:22]([N:26]([CH3:28])[CH3:27])[CH:21]=1.C(O[Na])(C)(C)C, predict the reaction product. The product is: [CH3:27][N:26]([CH3:28])[C:22]1[CH:21]=[C:20]([N:16]2[CH2:15][CH2:14][CH:13]([N:2]([CH3:1])[C:3](=[O:12])[O:4][CH2:5][C:6]3[CH:11]=[CH:10][CH:9]=[CH:8][CH:7]=3)[CH2:18][CH2:17]2)[CH:25]=[CH:24][N:23]=1. (5) Given the reactants C(OC([NH:8][C@H:9]([CH2:29][C:30]1[CH:35]=[CH:34][C:33]([O:36][CH3:37])=[CH:32][CH:31]=1)[C:10]([N:12]1[CH2:17][CH2:16][C:15]([CH:23]2[CH2:28][CH2:27][CH2:26][CH2:25][CH2:24]2)([C:18]([O:20][CH2:21][CH3:22])=[O:19])[CH2:14][CH2:13]1)=[O:11])=O)(C)(C)C.[F:38][C:39]([F:44])([F:43])[C:40]([OH:42])=[O:41], predict the reaction product. The product is: [F:38][C:39]([F:44])([F:43])[C:40]([OH:42])=[O:41].[NH2:8][C@H:9]([CH2:29][C:30]1[CH:35]=[CH:34][C:33]([O:36][CH3:37])=[CH:32][CH:31]=1)[C:10]([N:12]1[CH2:17][CH2:16][C:15]([CH:23]2[CH2:28][CH2:27][CH2:26][CH2:25][CH2:24]2)([C:18]([O:20][CH2:21][CH3:22])=[O:19])[CH2:14][CH2:13]1)=[O:11]. (6) The product is: [CH:24]([NH:27][C:13]([C:11]1[S:12][C:8]([C:5]2[CH:4]=[CH:3][C:2](=[O:1])[NH:7][N:6]=2)=[C:9]([C:18]2[CH:19]=[CH:20][CH:21]=[CH:22][CH:23]=2)[N:10]=1)=[O:15])([CH3:26])[CH3:25]. Given the reactants [O:1]=[C:2]1[NH:7][N:6]=[C:5]([C:8]2[S:12][C:11]([C:13]([O:15]CC)=O)=[N:10][C:9]=2[C:18]2[CH:23]=[CH:22][CH:21]=[CH:20][CH:19]=2)[CH:4]=[CH:3]1.[CH:24]([NH2:27])([CH3:26])[CH3:25], predict the reaction product. (7) Given the reactants [CH2:1]([O:3][C:4](=[O:31])[CH2:5][O:6][C:7]1[CH:12]=[CH:11][C:10]([O:13][CH2:14][C:15]2[S:16][CH:17]=[C:18]([C:20]3[CH:25]=[CH:24][C:23]([C:26]([F:29])([F:28])[F:27])=[CH:22][CH:21]=3)[N:19]=2)=[CH:9][C:8]=1[CH3:30])[CH3:2].[Br:32]Br.O, predict the reaction product. The product is: [CH2:1]([O:3][C:4](=[O:31])[CH2:5][O:6][C:7]1[CH:12]=[C:11]([Br:32])[C:10]([O:13][CH2:14][C:15]2[S:16][CH:17]=[C:18]([C:20]3[CH:21]=[CH:22][C:23]([C:26]([F:29])([F:27])[F:28])=[CH:24][CH:25]=3)[N:19]=2)=[CH:9][C:8]=1[CH3:30])[CH3:2]. (8) Given the reactants Br[C:2]1[CH:7]=[CH:6][C:5]([N:8]([CH2:11][CH3:12])[CH2:9][CH3:10])=[CH:4][CH:3]=1.C([Li])CCC.[B:18]([O-])([O-:20])[O-:19], predict the reaction product. The product is: [CH2:9]([N:8]([CH2:11][CH3:12])[C:5]1[CH:6]=[CH:7][C:2]([B:18]([OH:20])[OH:19])=[CH:3][CH:4]=1)[CH3:10]. (9) The product is: [NH2:2][C:4]1[N:5]=[CH:6][C:7]([CH2:16][NH:12][C:13](=[O:18])[NH:28][C:29]2[CH:30]=[CH:31][C:32]([C:35]3[CH:44]=[CH:43][C:38]([C:39]([NH:41][CH3:42])=[O:40])=[C:37]([NH:45][CH2:46][CH3:47])[N:36]=3)=[CH:33][CH:34]=2)=[CH:8][CH:9]=1. Given the reactants C[N:2]([C:4]1[CH:9]=[CH:8][CH:7]=[CH:6][N:5]=1)C.C(=O)(O[N:12]1[C:16](=O)CC[C:13]1=[O:18])O[N:12]1[C:16](=O)CC[C:13]1=[O:18].[NH2:28][C:29]1[CH:34]=[CH:33][C:32]([C:35]2[CH:44]=[CH:43][C:38]([C:39]([NH:41][CH3:42])=[O:40])=[C:37]([NH:45][CH2:46][CH3:47])[N:36]=2)=[CH:31][CH:30]=1.NCC1C=CC(N)=NC=1, predict the reaction product. (10) The product is: [Cl:20][CH2:18][CH2:19][O:10][C:7]1[CH:8]=[CH:9][C:4]([N+:1]([O-:3])=[O:2])=[CH:5][CH:6]=1. Given the reactants [N+:1]([C:4]1[CH:9]=[CH:8][C:7]([OH:10])=[CH:6][CH:5]=1)([O-:3])=[O:2].CC(C)([O-])C.[K+].Br[CH:18]([Cl:20])[CH3:19].O, predict the reaction product.